This data is from Full USPTO retrosynthesis dataset with 1.9M reactions from patents (1976-2016). The task is: Predict the reactants needed to synthesize the given product. (1) Given the product [F:17][C:18]1[CH:23]=[CH:22][C:21]([N:5]2[CH2:6][CH2:7][N:8]([C:10]([O:12][C:13]([CH3:16])([CH3:15])[CH3:14])=[O:11])[CH2:9][C:4]32[CH2:3][CH2:2]3)=[CH:20][CH:19]=1, predict the reactants needed to synthesize it. The reactants are: Cl.[CH2:2]1[C:4]2([CH2:9][N:8]([C:10]([O:12][C:13]([CH3:16])([CH3:15])[CH3:14])=[O:11])[CH2:7][CH2:6][NH:5]2)[CH2:3]1.[F:17][C:18]1[CH:23]=[CH:22][C:21](I)=[CH:20][CH:19]=1.CC(C)([O-])C.[Na+]. (2) Given the product [CH3:3][N:4]1[C:8]([CH3:15])=[CH:9][C:10](=[O:11])[N:5]1[CH3:6], predict the reactants needed to synthesize it. The reactants are: Cl.Cl.[CH3:3][NH:4][NH:5][CH3:6].O=[C:8]([CH3:15])[CH2:9][C:10](OCC)=[O:11]. (3) Given the product [C:13]([C:3]1[CH:4]=[C:5]([CH:10]=[CH:11][C:2]=1[OH:1])[C:6]([O:8][CH3:9])=[O:7])#[N:14], predict the reactants needed to synthesize it. The reactants are: [OH:1][C:2]1[CH:11]=[CH:10][C:5]([C:6]([O:8][CH3:9])=[O:7])=[CH:4][C:3]=1I.[C:13]([Cu])#[N:14].[C-]#N.[Na+].